This data is from Full USPTO retrosynthesis dataset with 1.9M reactions from patents (1976-2016). The task is: Predict the reactants needed to synthesize the given product. (1) Given the product [Cl:33][C:21]1[CH:20]=[CH:19][C:18]([CH2:17][CH:1]2[S:7][C:5](=[O:6])[NH:4][C:2]2=[O:3])=[CH:32][C:22]=1[O:23][C:24]1[N:28]([CH3:29])[N:27]=[C:26]([CH3:30])[C:25]=1[CH3:31], predict the reactants needed to synthesize it. The reactants are: [CH2:1]1[S:7][C:5](=[O:6])[NH:4][C:2]1=[O:3].C([N-]C(C)C)(C)C.[Li+].Br[CH2:17][C:18]1[CH:19]=[CH:20][C:21]([Cl:33])=[C:22]([CH:32]=1)[O:23][C:24]1[N:28]([CH3:29])[N:27]=[C:26]([CH3:30])[C:25]=1[CH3:31].O. (2) Given the product [C:20]([O:19][C:17]([N:5]1[CH2:6][C:7](=[O:8])[NH:2][C:3](=[O:9])[CH2:4]1)=[O:18])([CH3:23])([CH3:22])[CH3:21], predict the reactants needed to synthesize it. The reactants are: Cl.[NH:2]1[C:7](=[O:8])[CH2:6][NH:5][CH2:4][C:3]1=[O:9].CO.CN(C)C=O.[C:17](O[C:17]([O:19][C:20]([CH3:23])([CH3:22])[CH3:21])=[O:18])([O:19][C:20]([CH3:23])([CH3:22])[CH3:21])=[O:18]. (3) Given the product [NH:2]1[C:6]2[CH:7]=[CH:8][CH:9]=[CH:10][C:5]=2[N:4]=[C:3]1[C@H:11]([NH:21][C:33]([NH:32][CH2:31][CH:22]1[C:30]2[C:25](=[CH:26][CH:27]=[CH:28][CH:29]=2)[CH2:24][CH2:23]1)=[O:34])[CH2:12][C:13]1[CH:18]=[CH:17][C:16]([O:19][CH3:20])=[CH:15][CH:14]=1, predict the reactants needed to synthesize it. The reactants are: Cl.[NH:2]1[C:6]2[CH:7]=[CH:8][CH:9]=[CH:10][C:5]=2[N:4]=[C:3]1[C@H:11]([NH2:21])[CH2:12][C:13]1[CH:18]=[CH:17][C:16]([O:19][CH3:20])=[CH:15][CH:14]=1.[CH:22]1([CH2:31][NH2:32])[C:30]2[C:25](=[CH:26][CH:27]=[CH:28][CH:29]=2)[CH2:24][CH2:23]1.[C:33](O)(C(F)(F)F)=[O:34]. (4) Given the product [CH2:3]([N:10]1[C:19](=[O:20])[C:18]2[C:13](=[CH:14][CH:15]=[CH:16][CH:17]=2)[N:12]=[C:11]1[CH:21]([Br:1])[CH2:22][CH3:23])[C:4]1[CH:5]=[CH:6][CH:7]=[CH:8][CH:9]=1, predict the reactants needed to synthesize it. The reactants are: [Br:1]Br.[CH2:3]([N:10]1[C:19](=[O:20])[C:18]2[C:13](=[CH:14][CH:15]=[CH:16][CH:17]=2)[N:12]=[C:11]1[CH2:21][CH2:22][CH3:23])[C:4]1[CH:9]=[CH:8][CH:7]=[CH:6][CH:5]=1.C([O-])(=O)C.[Na+].O. (5) Given the product [CH2:2]1[C:42]2[C:41](=[CH:47][CH:46]=[C:44]([NH:45][C:2]3[N:7]=[C:6]([C:8]4[C:9]([C:17]5[CH:18]=[C:19]([NH:23][C:24](=[O:33])[C:25]6[CH:30]=[CH:29][CH:28]=[CH:27][CH:26]=6)[CH:20]=[CH:21][CH:22]=5)=[N:10][N:11]5[CH:16]=[CH:15][CH:14]=[CH:13][C:12]=45)[CH:5]=[CH:4][N:3]=3)[CH:43]=2)[CH2:5][CH2:4][NH:3]1, predict the reactants needed to synthesize it. The reactants are: Cl[C:2]1[N:7]=[C:6]([C:8]2[C:9]([C:17]3[CH:18]=[C:19]([NH:23][C:24](=[O:33])[C:25]4[C:30](F)=[CH:29][CH:28]=[CH:27][C:26]=4F)[CH:20]=[CH:21][CH:22]=3)=[N:10][N:11]3[CH:16]=[CH:15][CH:14]=[CH:13][C:12]=23)[CH:5]=[CH:4][N:3]=1.CN1CCN([C:41]2[CH:47]=[CH:46][C:44]([NH2:45])=[CH:43][CH:42]=2)CC1. (6) Given the product [O:23]=[S:2]1(=[O:1])[C:8]2[CH:9]=[C:10]([O:13][C:14]3[CH:15]=[C:16]([CH:20]=[CH:21][CH:22]=3)[C:17]([NH:59]/[C:57](=[N:56]\[OH:55])/[CH3:58])=[O:19])[CH:11]=[CH:12][C:7]=2[O:6][CH2:5][CH2:4][NH:3]1, predict the reactants needed to synthesize it. The reactants are: [O:1]=[S:2]1(=[O:23])[C:8]2[CH:9]=[C:10]([O:13][C:14]3[CH:15]=[C:16]([CH:20]=[CH:21][CH:22]=3)[C:17]([OH:19])=O)[CH:11]=[CH:12][C:7]=2[O:6][CH2:5][CH2:4][NH:3]1.CN(C(ON1N=NC2C=CC=CC1=2)=[N+](C)C)C.[B-](F)(F)(F)F.CCN(C(C)C)C(C)C.[OH:55][NH:56][C:57](=[NH:59])[CH3:58]. (7) Given the product [Cl:9][C:10]1[N:11]=[CH:12][C:13]2[N:17]=[C:7]([NH:6][C:4](=[O:5])[O:3][CH2:1][CH3:2])[S:8][C:14]=2[N:15]=1, predict the reactants needed to synthesize it. The reactants are: [CH2:1]([O:3][C:4]([N:6]=[C:7]=[S:8])=[O:5])[CH3:2].[Cl:9][C:10]1[N:15]=[C:14](Cl)[C:13]([NH2:17])=[CH:12][N:11]=1. (8) Given the product [Cl:1][C:2]1[CH:7]=[C:6]([O:8][C:9]2[C:14]([CH3:15])=[N:13][CH:12]=[C:11]([C:10]=2[CH3:18])[C:16]([OH:21])=[O:17])[CH:5]=[CH:4][N:3]=1, predict the reactants needed to synthesize it. The reactants are: [Cl:1][C:2]1[CH:7]=[C:6]([O:8][C:9]2[C:10]([CH3:18])=[C:11]([CH2:16][OH:17])[CH:12]=[N:13][C:14]=2[CH3:15])[CH:5]=[CH:4][N:3]=1.[OH-].[Na+].[O-:21][Mn](=O)(=O)=O.[K+].